This data is from Forward reaction prediction with 1.9M reactions from USPTO patents (1976-2016). The task is: Predict the product of the given reaction. (1) Given the reactants [NH:1]1[C:5]2[CH:6]=[CH:7][CH:8]=[CH:9][C:4]=2[N:3]=[C:2]1[C:10]([N:12]1[CH2:15][CH:14]([C:16]2[C:21]([N:22]3[CH2:27][CH2:26][CH:25]([OH:28])[CH2:24][CH2:23]3)=[N:20][CH:19]=[CH:18][N:17]=2)[CH2:13]1)=[O:11].CC(OI1(OC(C)=O)(OC(C)=O)OC(=O)C2C=CC=CC1=2)=O.CCOCC.CCOC(C)=O, predict the reaction product. The product is: [NH:1]1[C:5]2[CH:6]=[CH:7][CH:8]=[CH:9][C:4]=2[N:3]=[C:2]1[C:10]([N:12]1[CH2:13][CH:14]([C:16]2[C:21]([N:22]3[CH2:27][CH2:26][C:25](=[O:28])[CH2:24][CH2:23]3)=[N:20][CH:19]=[CH:18][N:17]=2)[CH2:15]1)=[O:11]. (2) Given the reactants [C:1]1([OH:7])C=CC=CC=1.[OH-].[K+].C=O.[C:12]([OH:21])(=[O:20])[C:13]1[C:14](=[CH:16][CH:17]=[CH:18][CH:19]=1)[OH:15], predict the reaction product. The product is: [CH2:1]=[O:7].[C:14]1([OH:15])[CH:16]=[CH:17][CH:18]=[CH:19][CH:13]=1.[C:12]([OH:21])(=[O:20])[C:13]1[C:14](=[CH:16][CH:17]=[CH:18][CH:19]=1)[OH:15]. (3) Given the reactants [I:1][C:2]1[C:10]([CH3:11])=[CH:9][CH:8]=[CH:7][C:3]=1[C:4](O)=[O:5].[CH3:12][NH:13][CH3:14], predict the reaction product. The product is: [I:1][C:2]1[C:10]([CH3:11])=[CH:9][CH:8]=[CH:7][C:3]=1[C:4]([N:13]([CH3:14])[CH3:12])=[O:5]. (4) Given the reactants C([N:4]1[C:12]2[C:7](=[CH:8][C:9]([N+:13]([O-:15])=[O:14])=[CH:10][CH:11]=2)[C:6](=[C:16](OC)[C:17]2[CH:22]=[CH:21][CH:20]=[CH:19][CH:18]=2)[C:5]1=[O:25])(=O)C.[O:26]1[CH2:31][CH2:30][N:29]([C:32]2[CH:38]=[CH:37][C:35]([NH2:36])=[CH:34][CH:33]=2)[CH2:28][CH2:27]1.N, predict the reaction product. The product is: [O:26]1[CH2:27][CH2:28][N:29]([C:32]2[CH:38]=[CH:37][C:35]([NH:36]/[C:16](=[C:6]3\[C:5](=[O:25])[NH:4][C:12]4[C:7]\3=[CH:8][C:9]([N+:13]([O-:15])=[O:14])=[CH:10][CH:11]=4)/[C:17]3[CH:18]=[CH:19][CH:20]=[CH:21][CH:22]=3)=[CH:34][CH:33]=2)[CH2:30][CH2:31]1. (5) Given the reactants Br[C:2]1[N:19]([CH2:20][O:21][CH2:22][CH2:23][Si:24]([CH3:27])([CH3:26])[CH3:25])[C:5]2[CH:6]=[N:7][N:8]([CH2:11][O:12][CH2:13][CH2:14][Si:15]([CH3:18])([CH3:17])[CH3:16])[C:9](=[O:10])[C:4]=2[C:3]=1[CH2:28][CH3:29].BrC1N(COCC[Si](C)(C)C)C2C=NN(COCC[Si](C)(C)C)C(=O)C=2C=1C.[F:58][CH:59]([F:82])[O:60][C:61]1[CH:62]=[CH:63][C:64](B2OC(C)(C)C(C)(C)O2)=[C:65]2[C:70]=1[O:69][C:68]([CH3:72])([CH3:71])[CH:67]=[CH:66]2.C1(OC2C=C(B3OC(C)(C)C(C)(C)O3)C=CC=2OC(F)F)CC1.C1(P(C2CCCCC2)C2CCCCC2)CCCCC1, predict the reaction product. The product is: [F:82][CH:59]([F:58])[O:60][C:61]1[CH:62]=[CH:63][C:64]([C:2]2[N:19]([CH2:20][O:21][CH2:22][CH2:23][Si:24]([CH3:27])([CH3:26])[CH3:25])[C:5]3[CH:6]=[N:7][N:8]([CH2:11][O:12][CH2:13][CH2:14][Si:15]([CH3:18])([CH3:16])[CH3:17])[C:9](=[O:10])[C:4]=3[C:3]=2[CH2:28][CH3:29])=[C:65]2[C:70]=1[O:69][C:68]([CH3:71])([CH3:72])[CH:67]=[CH:66]2. (6) The product is: [Cl:30][C:31]1[CH:36]=[CH:35][C:34]([NH:37][C:38]([NH:27][C:24]2[CH:25]=[CH:26][C:21]([N:6]3[CH:5]=[N:4][C:3]4[C:7]3=[N:8][CH:9]=[N:10][C:2]=4[NH:19][CH2:18][CH2:17][N:11]3[CH2:16][CH2:15][O:14][CH2:13][CH2:12]3)=[CH:22][CH:23]=2)=[O:39])=[CH:33][C:32]=1[C:40]([F:41])([F:42])[F:43]. Given the reactants Cl[C:2]1[N:10]=[CH:9][N:8]=[C:7]2[C:3]=1[NH:4][CH:5]=[N:6]2.[N:11]1([CH2:17][CH2:18][NH2:19])[CH2:16][CH2:15][O:14][CH2:13][CH2:12]1.F[C:21]1[CH:26]=[CH:25][C:24]([N+:27]([O-])=O)=[CH:23][CH:22]=1.[Cl:30][C:31]1[CH:36]=[CH:35][C:34]([N:37]=[C:38]=[O:39])=[CH:33][C:32]=1[C:40]([F:43])([F:42])[F:41], predict the reaction product. (7) Given the reactants [CH3:1][CH:2]([CH3:26])[CH2:3][CH2:4][CH2:5][O:6][C:7]1[C:8](=[O:25])[O:9][C:10]2[CH:17]=[CH:16][CH:15]=[C:14]([O:18][CH2:19][CH2:20][O:21]C(=O)C)[C:11]=2[C:12]=1[OH:13].C(OC1C(=O)OC2C=CC=C(OCCOC(=O)C)C=2C=1O)C, predict the reaction product. The product is: [CH3:1][CH:2]([CH3:26])[CH2:3][CH2:4][CH2:5][O:6][C:7]1[C:8](=[O:25])[O:9][C:10]2[CH:17]=[CH:16][CH:15]=[C:14]([O:18][CH2:19][CH2:20][OH:21])[C:11]=2[C:12]=1[OH:13].